Dataset: Reaction yield outcomes from USPTO patents with 853,638 reactions. Task: Predict the reaction yield, written as a fraction of the theoretical maximum amount of product (1.0 means a 100% yield; for example, 0.34 means a 34% yield). (1) The reactants are C([O-])([O-])=O.[Cs+].[Cs+].[OH:7][C:8]1[C:13]2[S:14][CH:15]=[CH:16][C:12]=2[CH:11]=[C:10]([C:17]([O:19]CC)=O)[CH:9]=1.[F:22][C:23]1[CH:33]=[C:32](F)[CH:31]=[CH:30][C:24]=1[C:25]([N:27]([CH3:29])[CH3:28])=[O:26].[CH3:35][N:36]1[CH:40]=[CH:39][C:38]([NH2:41])=[N:37]1.CN(C(ON1N=NC2C=CC=NC1=2)=[N+](C)C)C.F[P-](F)(F)(F)(F)F. The catalyst is CN(C=O)C. The product is [CH3:28][N:27]([CH3:29])[C:25]([C:24]1[CH:30]=[CH:31][C:32]([O:7][C:8]2[C:13]3[S:14][CH:15]=[CH:16][C:12]=3[CH:11]=[C:10]([C:17]([NH:41][C:38]3[CH:39]=[CH:40][N:36]([CH3:35])[N:37]=3)=[O:19])[CH:9]=2)=[CH:33][C:23]=1[F:22])=[O:26]. The yield is 0.190. (2) The reactants are [NH2:1][C:2]1[S:3][CH:4]=[C:5]([C:7]2[O:8][CH:9]=[CH:10][CH:11]=2)[N:6]=1.[Br:12]N1C(=O)CCC1=O.O. The catalyst is C(Cl)(Cl)Cl. The product is [NH2:1][C:2]1[S:3][C:4]([Br:12])=[C:5]([C:7]2[O:8][CH:9]=[CH:10][CH:11]=2)[N:6]=1. The yield is 0.900. (3) The reactants are [Li+].CC([N-]C(C)C)C.[F:9][C:10]1[CH:17]=[CH:16][C:13]([C:14]#[N:15])=[CH:12][CH:11]=1.[CH3:18][O:19][C:20]1[CH:21]=[C:22]2[C:27](=[CH:28][CH:29]=1)[CH:26]=[C:25]([CH:30]=[O:31])[CH:24]=[CH:23]2. The catalyst is C1COCC1. The product is [F:9][C:10]1[CH:17]=[CH:16][C:13]([C:14]#[N:15])=[CH:12][C:11]=1[CH:30]([OH:31])[C:25]1[CH:24]=[CH:23][C:22]2[C:27](=[CH:28][CH:29]=[C:20]([O:19][CH3:18])[CH:21]=2)[CH:26]=1. The yield is 0.400. (4) The product is [CH2:19]([N:12]1[C:13]2[C:18](=[CH:17][CH:16]=[CH:15][CH:14]=2)[C:10]2([C:8]3[C:7](=[CH:6][C:5]4[O:1][CH2:2][O:3][C:4]=4[CH:9]=3)[C:26](=[O:27])[CH2:25]2)[C:11]1=[O:24])[CH2:20][CH2:21][CH2:22][CH3:23]. The reactants are [O:1]1[C:5]2[CH:6]=[CH:7][C:8]([C:10]3([CH2:25][C:26](O)=[O:27])[C:18]4[C:13](=[CH:14][CH:15]=[CH:16][CH:17]=4)[N:12]([CH2:19][CH2:20][CH2:21][CH2:22][CH3:23])[C:11]3=[O:24])=[CH:9][C:4]=2[O:3][CH2:2]1.C(Cl)(=O)C(Cl)=O.[Sn](Cl)(Cl)(Cl)Cl. The catalyst is CN(C=O)C.C1(C)C=CC=CC=1.ClCCl. The yield is 0.670. (5) The reactants are [Br:1][C:2]1[N:6]([CH2:7][C:8]2[CH:16]=[CH:15][C:11]([C:12]([OH:14])=O)=[CH:10][CH:9]=2)[N:5]=[CH:4][CH:3]=1.[NH:17]1[CH2:21][CH2:20][CH2:19][CH2:18]1.C(Cl)CCl.C1C=CC2N(O)N=NC=2C=1. The catalyst is C(Cl)Cl. The product is [Br:1][C:2]1[N:6]([CH2:7][C:8]2[CH:9]=[CH:10][C:11]([C:12]([N:17]3[CH2:21][CH2:20][CH2:19][CH2:18]3)=[O:14])=[CH:15][CH:16]=2)[N:5]=[CH:4][CH:3]=1. The yield is 0.990.